From a dataset of Catalyst prediction with 721,799 reactions and 888 catalyst types from USPTO. Predict which catalyst facilitates the given reaction. (1) Reactant: [CH3:1][N:2]([CH3:17])[CH2:3][C:4]1[CH:9]=[C:8]([C:10]([F:13])([F:12])[F:11])[CH:7]=[C:6]([N+:14]([O-])=O)[CH:5]=1. Product: [CH3:17][N:2]([CH2:3][C:4]1[CH:5]=[C:6]([CH:7]=[C:8]([C:10]([F:11])([F:13])[F:12])[CH:9]=1)[NH2:14])[CH3:1]. The catalyst class is: 29. (2) Reactant: [Cl:1][C:2]1[CH:7]=[CH:6][C:5]([C:8]2[CH2:14][CH:13]3[N:15]([CH2:16][CH2:17][CH2:18][NH:19]C(=O)C(F)(F)F)[CH:10]([CH2:11][CH2:12]3)[CH:9]=2)=[CH:4][CH:3]=1.[OH-].[K+]. Product: [Cl:1][C:2]1[CH:3]=[CH:4][C:5]([C:8]2[CH2:9][CH:10]3[N:15]([CH2:16][CH2:17][CH2:18][NH2:19])[CH:13]([CH2:12][CH2:11]3)[CH:14]=2)=[CH:6][CH:7]=1. The catalyst class is: 8. (3) Reactant: [CH3:1][O:2][C:3]([C:5]1[CH:9]=[C:8]([C:10](O)=[O:11])[N:7]([CH2:13][C:14]2[CH:18]=[C:17]([C:19]3[S:20][C:21]([Cl:24])=[CH:22][CH:23]=3)[O:16][N:15]=2)[N:6]=1)=[O:4].C1N(P(Cl)(N2C(=O)OCC2)=O)C(=O)OC1.Cl.[CH:41]([N:44]1[CH2:49][CH2:48][CH:47]([NH2:50])[CH2:46][CH2:45]1)([CH3:43])[CH3:42]. Product: [CH3:1][O:2][C:3]([C:5]1[CH:9]=[C:8]([C:10](=[O:11])[NH:50][CH:47]2[CH2:48][CH2:49][N:44]([CH:41]([CH3:43])[CH3:42])[CH2:45][CH2:46]2)[N:7]([CH2:13][C:14]2[CH:18]=[C:17]([C:19]3[S:20][C:21]([Cl:24])=[CH:22][CH:23]=3)[O:16][N:15]=2)[N:6]=1)=[O:4]. The catalyst class is: 624. (4) Reactant: [N:1]([C@@H:4]1[C:14]2[C:9](=[N:10][CH:11]=[CH:12][CH:13]=2)[C@H:8]([O:15][Si:16]([CH:23]([CH3:25])[CH3:24])([CH:20]([CH3:22])[CH3:21])[CH:17]([CH3:19])[CH3:18])[CH2:7][CH2:6][C@H:5]1[C:26]1[CH:31]=[CH:30][CH:29]=[C:28]([F:32])[C:27]=1[F:33])=[N+]=[N-]. Product: [F:33][C:27]1[C:28]([F:32])=[CH:29][CH:30]=[CH:31][C:26]=1[C@@H:5]1[CH2:6][CH2:7][C@@H:8]([O:15][Si:16]([CH:20]([CH3:22])[CH3:21])([CH:23]([CH3:25])[CH3:24])[CH:17]([CH3:18])[CH3:19])[C:9]2=[N:10][CH:11]=[CH:12][CH:13]=[C:14]2[C@H:4]1[NH2:1]. The catalyst class is: 29.